This data is from Catalyst prediction with 721,799 reactions and 888 catalyst types from USPTO. The task is: Predict which catalyst facilitates the given reaction. (1) Reactant: [CH3:1][N:2]1[CH2:7][CH2:6][NH:5][CH2:4][CH2:3]1.F[C:9]1[CH:21]=[CH:20][C:12]([C:13]([O:15][C:16]([CH3:19])([CH3:18])[CH3:17])=[O:14])=[C:11]([N+:22]([O-:24])=[O:23])[CH:10]=1. Product: [CH3:1][N:2]1[CH2:7][CH2:6][N:5]([C:9]2[CH:21]=[CH:20][C:12]([C:13]([O:15][C:16]([CH3:18])([CH3:19])[CH3:17])=[O:14])=[C:11]([N+:22]([O-:24])=[O:23])[CH:10]=2)[CH2:4][CH2:3]1. The catalyst class is: 6. (2) Reactant: [NH2:1][C:2]1[CH:29]=[CH:28][C:5]([CH2:6][C@@H:7]([C:25]([OH:27])=[O:26])[NH:8][C:9]([C:11]2([CH2:16][C:17]3[CH:22]=[CH:21][C:20]([O:23][CH3:24])=[CH:19][CH:18]=3)[CH2:15][CH2:14][CH2:13][CH2:12]2)=[O:10])=[CH:4][CH:3]=1.CCN(C(C)C)C(C)C.[N:39]1[CH:44]=[CH:43][C:42]2[C:45]([O:47][C:48](=O)[C:41]=2[CH:40]=1)=[O:46].C(C1NC=CN=1)(C1NC=CN=1)=O. Product: [O:46]=[C:45]1[C:42]2[CH:43]=[CH:44][N:39]=[CH:40][C:41]=2[C:48](=[O:47])[N:1]1[C:2]1[CH:3]=[CH:4][C:5]([CH2:6][C@@H:7]([C:25]([OH:27])=[O:26])[NH:8][C:9]([C:11]2([CH2:16][C:17]3[CH:18]=[CH:19][C:20]([O:23][CH3:24])=[CH:21][CH:22]=3)[CH2:15][CH2:14][CH2:13][CH2:12]2)=[O:10])=[CH:28][CH:29]=1. The catalyst class is: 4. (3) Reactant: OC(C1CCN(CC2C=CC([N+]([O-])=O)=C(N[C@@H:19]3[CH2:24][CH2:23][C@H:22]([C:25]([NH:27][CH:28]([CH3:30])[CH3:29])=[O:26])[CH2:21][CH2:20]3)C=2)CC1)(C)C.C([O-])=O.[NH4+]. Product: [CH:28]([NH:27][C:25]([CH:22]1[CH2:23][CH2:24][CH2:19][CH2:20][CH2:21]1)=[O:26])([CH3:30])[CH3:29]. The catalyst class is: 19.